The task is: Predict the reaction yield, written as a fraction of the theoretical maximum amount of product (1.0 means a 100% yield; for example, 0.34 means a 34% yield).. This data is from Reaction yield outcomes from USPTO patents with 853,638 reactions. (1) The reactants are [Cl:1][C:2]1[N:7]=[C:6](Cl)[C:5]([CH3:9])=[CH:4][N:3]=1.[NH2:10][CH:11]1[CH2:25][CH:14]2[CH2:15][N:16]([C:18]([O:20][C:21]([CH3:24])([CH3:23])[CH3:22])=[O:19])[CH2:17][CH:13]2[CH2:12]1.CCN(CC)CC. The catalyst is CCO. The product is [Cl:1][C:2]1[N:7]=[C:6]([NH:10][CH:11]2[CH2:25][CH:14]3[CH2:15][N:16]([C:18]([O:20][C:21]([CH3:23])([CH3:22])[CH3:24])=[O:19])[CH2:17][CH:13]3[CH2:12]2)[C:5]([CH3:9])=[CH:4][N:3]=1. The yield is 0.559. (2) The reactants are C(OP([CH2:9][C:10]#[N:11])(=O)OCC)C.C[Si]([N-][Si](C)(C)C)(C)C.[Li+].[CH2:22]([O:24][C:25]1[CH:26]=[C:27]([C:33]([C:35]2[CH:36]=[C:37]3[C:42](=[CH:43][CH:44]=2)[N:41]=[CH:40][CH:39]=[CH:38]3)=O)[CH:28]=[CH:29][C:30]=1[O:31][CH3:32])[CH3:23]. The catalyst is C1COCC1. The product is [CH2:22]([O:24][C:25]1[CH:26]=[C:27]([C:33]([C:35]2[CH:36]=[C:37]3[C:42](=[CH:43][CH:44]=2)[N:41]=[CH:40][CH:39]=[CH:38]3)=[CH:9][C:10]#[N:11])[CH:28]=[CH:29][C:30]=1[O:31][CH3:32])[CH3:23]. The yield is 0.790. (3) The reactants are C[O:2][C:3](=[O:26])[CH2:4][C:5]1[CH:6]=[C:7]([C:16]2[CH:21]=[CH:20][C:19]([C:22]([F:25])([F:24])[F:23])=[CH:18][CH:17]=2)[C:8]([O:11][CH2:12][CH:13]2[CH2:15][CH2:14]2)=[CH:9][CH:10]=1.C[Si](C)(C)[O-].[K+]. The catalyst is C1COCC1. The product is [CH:13]1([CH2:12][O:11][C:8]2[C:7]([C:16]3[CH:21]=[CH:20][C:19]([C:22]([F:25])([F:24])[F:23])=[CH:18][CH:17]=3)=[CH:6][C:5]([CH2:4][C:3]([OH:26])=[O:2])=[CH:10][CH:9]=2)[CH2:15][CH2:14]1. The yield is 0.540.